This data is from Reaction yield outcomes from USPTO patents with 853,638 reactions. The task is: Predict the reaction yield, written as a fraction of the theoretical maximum amount of product (1.0 means a 100% yield; for example, 0.34 means a 34% yield). (1) The reactants are [F:1][C:2]([F:7])([F:6])[C:3]([OH:5])=[O:4].[F:8][C:9]1[CH:10]=[C:11]([C:16]2[C:17]([CH:25]([NH2:27])[CH3:26])=[N:18][N:19]3[CH:24]=[CH:23][CH:22]=[CH:21][C:20]=23)[CH:12]=[C:13]([F:15])[CH:14]=1.Br[C:29]1[N:37]=[CH:36][N:35]=[C:34]2[C:30]=1[N:31]=[CH:32][NH:33]2.C(N(CC)C(C)C)(C)C. The catalyst is C(O)C. The product is [F:1][C:2]([F:7])([F:6])[C:3]([OH:5])=[O:4].[F:8][C:9]1[CH:10]=[C:11]([C:16]2[C:17]([CH:25]([NH:27][C:29]3[N:37]=[CH:36][N:35]=[C:34]4[C:30]=3[N:31]=[CH:32][NH:33]4)[CH3:26])=[N:18][N:19]3[CH:24]=[CH:23][CH:22]=[CH:21][C:20]=23)[CH:12]=[C:13]([F:15])[CH:14]=1. The yield is 0.120. (2) The reactants are C(O[C:4]([C:6]1[CH:7]=[C:8]2[C:12](=[CH:13][CH:14]=1)[NH:11][N:10]=[C:9]2[C:15]1[CH:24]=[CH:23][C:22]2[C:17](=[CH:18][CH:19]=[CH:20][CH:21]=2)[CH:16]=1)=[NH:5])C.[N:25]1([CH2:30][C:31]([NH:33][NH2:34])=O)[CH2:29][CH2:28][CH2:27][CH2:26]1.C[O-].[Na+]. No catalyst specified. The product is [CH:16]1[C:17]2[C:22](=[CH:21][CH:20]=[CH:19][CH:18]=2)[CH:23]=[CH:24][C:15]=1[C:9]1[C:8]2[C:12](=[CH:13][CH:14]=[C:6]([C:4]3[N:5]=[C:31]([CH2:30][N:25]4[CH2:29][CH2:28][CH2:27][CH2:26]4)[NH:33][N:34]=3)[CH:7]=2)[NH:11][N:10]=1. The yield is 0.0800. (3) The reactants are [F:1][C:2]1[CH:7]=[C:6]([F:8])[CH:5]=[CH:4][C:3]=1[NH:9][C:10]([NH:12][C:13]1[CH:18]=[CH:17][C:16]([O:19][CH3:20])=[C:15]([C:21]2[NH:22][N:23]=[CH:24][CH:25]=2)[CH:14]=1)=[O:11].[Br:26]N1C(=O)CCC1=O.C([O-])(O)=O.[Na+].[O-]S([O-])(=S)=O.[Na+].[Na+]. The catalyst is CN(C=O)C. The product is [Br:26][C:25]1[CH:24]=[N:23][NH:22][C:21]=1[C:15]1[CH:14]=[C:13]([NH:12][C:10]([NH:9][C:3]2[CH:4]=[CH:5][C:6]([F:8])=[CH:7][C:2]=2[F:1])=[O:11])[CH:18]=[CH:17][C:16]=1[O:19][CH3:20]. The yield is 0.920. (4) The reactants are [NH2:1][C:2]1[CH:3]=[N:4][CH:5]=[CH:6][C:7]=1[N:8]1[CH2:13][C@H:12]([CH3:14])[CH2:11][C@H:10]([NH:15][C:16](=[O:22])[O:17][C:18]([CH3:21])([CH3:20])[CH3:19])[CH2:9]1.[Br:23][C:24]1[CH:33]=[C:32]2[C:27]([CH:28]=[CH:29][C:30]([C:34](O)=[O:35])=[N:31]2)=[CH:26][CH:25]=1.CCN(C(C)C)C(C)C. The catalyst is ClCCCl.CCOC(C)=O.CN(C(ON1N=NC2C=CC=NC1=2)=[N+](C)C)C.F[P-](F)(F)(F)(F)F. The product is [C:18]([O:17][C:16](=[O:22])[NH:15][C@H:10]1[CH2:11][C@@H:12]([CH3:14])[CH2:13][N:8]([C:7]2[CH:6]=[CH:5][N:4]=[CH:3][C:2]=2[NH:1][C:34]([C:30]2[CH:29]=[CH:28][C:27]3[C:32](=[CH:33][C:24]([Br:23])=[CH:25][CH:26]=3)[N:31]=2)=[O:35])[CH2:9]1)([CH3:21])([CH3:20])[CH3:19]. The yield is 0.900. (5) The reactants are [C:1](#[N:8])[C:2]1[CH:7]=[CH:6][CH:5]=[CH:4][CH:3]=1.[NH2:9][OH:10]. The catalyst is CCO. The product is [OH:10][N:9]=[C:1]([NH2:8])[C:2]1[CH:7]=[CH:6][CH:5]=[CH:4][CH:3]=1. The yield is 1.00. (6) The reactants are [C:1]([N:5]1[C:9](=[O:10])[C:8](Cl)=[C:7]([C:12]2[CH:17]=[CH:16][CH:15]=[CH:14][CH:13]=2)[S:6]1(=[O:19])=[O:18])([CH3:4])([CH3:3])[CH3:2].[N:20]1([C:27]2[CH:32]=[CH:31][C:30]([NH2:33])=[CH:29][CH:28]=2)[CH2:26][CH2:25][CH2:24][CH2:23][CH2:22][CH2:21]1. The catalyst is CC#N. The product is [N:20]1([C:27]2[CH:28]=[CH:29][C:30]([NH:33][C:8]3[C:9](=[O:10])[N:5]([C:1]([CH3:4])([CH3:3])[CH3:2])[S:6](=[O:19])(=[O:18])[C:7]=3[C:12]3[CH:17]=[CH:16][CH:15]=[CH:14][CH:13]=3)=[CH:31][CH:32]=2)[CH2:26][CH2:25][CH2:24][CH2:23][CH2:22][CH2:21]1. The yield is 0.530. (7) The product is [NH2:18][C@H:15]1[CH2:16][CH2:17][C@H:13]([C:7]2[CH:6]=[CH:5][C:4]([C:1]([NH2:2])=[O:3])=[C:12]3[C:8]=2[CH:9]=[CH:10][NH:11]3)[CH2:14]1.[NH2:18][C@@H:15]1[CH2:16][CH2:17][C@H:13]([C:7]2[CH:6]=[CH:5][C:4]([C:1]([NH2:2])=[O:3])=[C:12]3[C:8]=2[CH:9]=[CH:10][NH:11]3)[CH2:14]1. The catalyst is CO.CO.Cl. The reactants are [C:1]([C:4]1[CH:5]=[CH:6][C:7]([CH:13]2[CH2:17][CH2:16][CH:15]([NH:18]C(=O)OC(C)(C)C)[CH2:14]2)=[C:8]2[C:12]=1[NH:11][CH:10]=[CH:9]2)(=[O:3])[NH2:2]. The yield is 0.0600. (8) The reactants are S([N:11]1[CH:15]=[C:14]([NH2:16])[CH:13]=[N:12]1)(C1C=CC(C)=CC=1)(=O)=O.[C:17]1(=[O:27])[C:25]2[C:20](=[CH:21][CH:22]=[CH:23][CH:24]=2)[C:19](=[O:26])O1. The catalyst is CN(C=O)C.C(#N)C.O. The product is [NH:11]1[CH:15]=[C:14]([N:16]2[C:19](=[O:26])[C:20]3[C:25](=[CH:24][CH:23]=[CH:22][CH:21]=3)[C:17]2=[O:27])[CH:13]=[N:12]1. The yield is 0.920. (9) The reactants are [CH2:1]([NH:8][S:9]([C:12]1[C:17]([Cl:18])=[CH:16][CH:15]=[C:14]([NH2:19])[C:13]=1[OH:20])(=[O:11])=[O:10])[C:2]1[CH:7]=[CH:6][CH:5]=[CH:4][CH:3]=1.[Br:21][C:22]1[CH:27]=[CH:26][CH:25]=[CH:24][C:23]=1[N:28]=[C:29]=[O:30]. The catalyst is CN(C)C=O.C(OCC)(=O)C. The product is [CH2:1]([NH:8][S:9]([C:12]1[C:13]([OH:20])=[C:14]([NH:19][C:29]([NH:28][C:23]2[CH:24]=[CH:25][CH:26]=[CH:27][C:22]=2[Br:21])=[O:30])[CH:15]=[CH:16][C:17]=1[Cl:18])(=[O:11])=[O:10])[C:2]1[CH:7]=[CH:6][CH:5]=[CH:4][CH:3]=1. The yield is 0.610. (10) The reactants are [Si]([O:8][CH2:9][CH2:10][C:11]1[CH:12]=[N:13][N:14]([C:25]2[CH:30]=[C:29]([C:31]#[N:32])[CH:28]=[CH:27][N:26]=2)[C:15]=1[O:16][CH2:17][C:18]1[CH:23]=[CH:22][C:21]([F:24])=[CH:20][CH:19]=1)(C(C)(C)C)(C)C.Cl.C(OCC)(=O)C.C([O-])(O)=O.[Na+]. The catalyst is C1COCC1.O. The product is [F:24][C:21]1[CH:22]=[CH:23][C:18]([CH2:17][O:16][C:15]2[N:14]([C:25]3[CH:30]=[C:29]([C:31]#[N:32])[CH:28]=[CH:27][N:26]=3)[N:13]=[CH:12][C:11]=2[CH2:10][CH2:9][OH:8])=[CH:19][CH:20]=1. The yield is 0.910.